This data is from NCI-60 drug combinations with 297,098 pairs across 59 cell lines. The task is: Regression. Given two drug SMILES strings and cell line genomic features, predict the synergy score measuring deviation from expected non-interaction effect. (1) Drug 1: CN(C)C1=NC(=NC(=N1)N(C)C)N(C)C. Drug 2: C1CC(C1)(C(=O)O)C(=O)O.[NH2-].[NH2-].[Pt+2]. Cell line: OVCAR3. Synergy scores: CSS=54.5, Synergy_ZIP=1.75, Synergy_Bliss=2.98, Synergy_Loewe=-16.7, Synergy_HSA=0.842. (2) Drug 1: C1=CC(=CC=C1C#N)C(C2=CC=C(C=C2)C#N)N3C=NC=N3. Drug 2: CC12CCC3C(C1CCC2OP(=O)(O)O)CCC4=C3C=CC(=C4)OC(=O)N(CCCl)CCCl.[Na+]. Cell line: BT-549. Synergy scores: CSS=7.42, Synergy_ZIP=1.42, Synergy_Bliss=5.21, Synergy_Loewe=3.35, Synergy_HSA=2.86. (3) Drug 1: CC12CCC3C(C1CCC2O)C(CC4=C3C=CC(=C4)O)CCCCCCCCCS(=O)CCCC(C(F)(F)F)(F)F. Drug 2: CC1C(C(CC(O1)OC2CC(CC3=C2C(=C4C(=C3O)C(=O)C5=CC=CC=C5C4=O)O)(C(=O)C)O)N)O. Cell line: RPMI-8226. Synergy scores: CSS=34.2, Synergy_ZIP=0.955, Synergy_Bliss=0.166, Synergy_Loewe=-16.2, Synergy_HSA=-1.06. (4) Synergy scores: CSS=15.6, Synergy_ZIP=-6.83, Synergy_Bliss=-1.85, Synergy_Loewe=-0.406, Synergy_HSA=0.709. Drug 2: C1C(C(OC1N2C=NC(=NC2=O)N)CO)O. Drug 1: C1=CC(=CC=C1CCC2=CNC3=C2C(=O)NC(=N3)N)C(=O)NC(CCC(=O)O)C(=O)O. Cell line: HOP-92. (5) Drug 1: CC(C)NC(=O)C1=CC=C(C=C1)CNNC.Cl. Drug 2: CC(C)CN1C=NC2=C1C3=CC=CC=C3N=C2N. Cell line: UO-31. Synergy scores: CSS=3.27, Synergy_ZIP=-2.45, Synergy_Bliss=-1.20, Synergy_Loewe=-1.68, Synergy_HSA=-0.894. (6) Drug 2: CC(C1=C(C=CC(=C1Cl)F)Cl)OC2=C(N=CC(=C2)C3=CN(N=C3)C4CCNCC4)N. Drug 1: COC1=C(C=C2C(=C1)N=CN=C2NC3=CC(=C(C=C3)F)Cl)OCCCN4CCOCC4. Cell line: NCIH23. Synergy scores: CSS=24.6, Synergy_ZIP=-6.69, Synergy_Bliss=1.15, Synergy_Loewe=2.48, Synergy_HSA=3.49. (7) Drug 1: CC1=C(C=C(C=C1)NC(=O)C2=CC=C(C=C2)CN3CCN(CC3)C)NC4=NC=CC(=N4)C5=CN=CC=C5. Drug 2: CC(C)CN1C=NC2=C1C3=CC=CC=C3N=C2N. Cell line: OVCAR-5. Synergy scores: CSS=6.93, Synergy_ZIP=-0.287, Synergy_Bliss=1.56, Synergy_Loewe=0.838, Synergy_HSA=0.783. (8) Drug 1: CC1=C(C=C(C=C1)NC(=O)C2=CC=C(C=C2)CN3CCN(CC3)C)NC4=NC=CC(=N4)C5=CN=CC=C5. Drug 2: C(CC(=O)O)C(=O)CN.Cl. Cell line: MALME-3M. Synergy scores: CSS=9.30, Synergy_ZIP=-3.43, Synergy_Bliss=-2.93, Synergy_Loewe=-2.15, Synergy_HSA=-1.98. (9) Drug 1: CCN(CC)CCCC(C)NC1=C2C=C(C=CC2=NC3=C1C=CC(=C3)Cl)OC. Drug 2: C1CC(=O)NC(=O)C1N2C(=O)C3=CC=CC=C3C2=O. Cell line: T-47D. Synergy scores: CSS=18.0, Synergy_ZIP=0.575, Synergy_Bliss=0.665, Synergy_Loewe=-21.2, Synergy_HSA=-2.37.